Dataset: Reaction yield outcomes from USPTO patents with 853,638 reactions. Task: Predict the reaction yield, written as a fraction of the theoretical maximum amount of product (1.0 means a 100% yield; for example, 0.34 means a 34% yield). (1) The reactants are [CH3:1][O:2][C:3]1[C@@H:4]([CH:11]([CH3:13])[CH3:12])[N:5]=[C:6]([O:9][CH3:10])[CH2:7][N:8]=1.[Li]CCCC.[Br:19][C:20]1[CH:25]=[CH:24][C:23]([CH2:26]Br)=[CH:22][N:21]=1. The catalyst is C1COCC1. The product is [Br:19][C:20]1[N:21]=[CH:22][C:23]([CH2:26][C@H:7]2[C:6]([O:9][CH3:10])=[N:5][C@H:4]([CH:11]([CH3:13])[CH3:12])[C:3]([O:2][CH3:1])=[N:8]2)=[CH:24][CH:25]=1. The yield is 0.830. (2) The reactants are Br[C:2]1[CH:3]=[C:4]([NH:8][C:9](=[O:22])[CH2:10][CH2:11][CH2:12][CH2:13][CH2:14][CH2:15][C:16](=[O:21])[C:17]([F:20])([F:19])[F:18])[CH:5]=[CH:6][CH:7]=1.[CH3:23][S:24][C:25]1[CH:30]=[CH:29][C:28](B(O)O)=[CH:27][CH:26]=1.C1(C)C=CC=CC=1P(C1C=CC=CC=1C)C1C=CC=CC=1C.C([O-])([O-])=O.[Na+].[Na+].CSC1C=C(B(O)O)C=CC=1. The catalyst is COCCOC.CC([O-])=O.CC([O-])=O.[Pd+2]. The product is [F:18][C:17]([F:20])([F:19])[C:16](=[O:21])[CH2:15][CH2:14][CH2:13][CH2:12][CH2:11][CH2:10][C:9]([NH:8][C:4]1[CH:3]=[C:2]([C:28]2[CH:29]=[CH:30][C:25]([S:24][CH3:23])=[CH:26][CH:27]=2)[CH:7]=[CH:6][CH:5]=1)=[O:22]. The yield is 0.480. (3) The reactants are [CH3:1][N:2]1[C@@H:9]([C@H:10]([O:26][C@@H:27]2[O:31][C@H:30]([CH2:32][NH2:33])[C@@H:29]([OH:34])[C@H:28]2[OH:35])[C@H:11]2[O:15][C@@H:14]([N:16]3[C:22](=[O:23])[NH:21][C:19](=[O:20])[CH:18]=[CH:17]3)[C@H:13]([OH:24])[C@@H:12]2[OH:25])[C:7](=[O:8])[N:6]([CH3:36])[C@H:5]([C:37]([OH:39])=[O:38])[C@@H:4](O)[CH2:3]1. The catalyst is Cl. The product is [CH3:1][N:2]1[C@@H:9]([CH:10]([O:26][C@@H:27]2[O:31][C@H:30]([CH2:32][NH2:33])[C@@H:29]([OH:34])[C@H:28]2[OH:35])[C@H:11]2[O:15][C@@H:14]([N:16]3[C:22](=[O:23])[NH:21][C:19](=[O:20])[CH:18]=[CH:17]3)[C@H:13]([OH:24])[C@@H:12]2[OH:25])[C:7](=[O:8])[N:6]([CH3:36])[C:5]([C:37]([OH:39])=[O:38])=[CH:4][CH2:3]1. The yield is 0.200. (4) The reactants are [N:1]1[CH:6]=[CH:5][CH:4]=[C:3]([CH2:7][OH:8])[CH:2]=1.[N+:9]([C:12]1[CH:17]=[CH:16][C:15]([O:18][C:19](=O)[O:20]C2C=CC([N+]([O-])=O)=CC=2)=[CH:14][CH:13]=1)([O-:11])=[O:10].CN1CCOCC1. The catalyst is C(Cl)Cl. The product is [C:19](=[O:20])([O:8][CH2:7][C:3]1[CH:2]=[N:1][CH:6]=[CH:5][CH:4]=1)[O:18][C:15]1[CH:14]=[CH:13][C:12]([N+:9]([O-:11])=[O:10])=[CH:17][CH:16]=1. The yield is 0.550. (5) The product is [I:1][C:2]1[CH:3]=[C:12]([CH2:13][C:21]([NH:19][CH2:18][CH2:25][O:24][CH3:23])=[O:22])[CH:8]=[CH:7][CH:6]=1. The reactants are [I:1][CH:2]([C:6]1C=CC=[CH:8][CH:7]=1)[C:3](O)=O.[C:12](Cl)(=O)[C:13](Cl)=O.[CH3:18][N:19]([CH:21]=[O:22])C.[CH3:23][O:24][CH2:25]CN. The catalyst is ClCCl. The yield is 0.890. (6) The reactants are [CH:1]1([N:6]([C:13]2[C:18]([N+:19]([O-])=O)=[CH:17][N:16]=[C:15]([Cl:22])[N:14]=2)[CH2:7][CH2:8][C:9](OC)=[O:10])[CH2:5][CH2:4][CH2:3][CH2:2]1.[NH4+].[Cl-]. The catalyst is [Fe].CCO.O. The product is [Cl:22][C:15]1[N:16]=[CH:17][C:18]2[NH:19][C:9](=[O:10])[CH2:8][CH2:7][N:6]([CH:1]3[CH2:5][CH2:4][CH2:3][CH2:2]3)[C:13]=2[N:14]=1. The yield is 0.430. (7) The reactants are C([O:8][C:9]1[CH:10]=[C:11]([C:17]2([C:20]([NH:22][C:23]3[CH:28]=[CH:27][CH:26]=[C:25]([C:29]4[CH:34]=[CH:33][C:32]([S:35]([N:38]5[CH2:42][CH2:41][CH2:40][C@@H:39]5[CH2:43][OH:44])(=[O:37])=[O:36])=[CH:31][CH:30]=4)[N:24]=3)=[O:21])[CH2:19][CH2:18]2)[CH:12]=[CH:13][C:14]=1[O:15][CH3:16])C1C=CC=CC=1.[H][H]. The catalyst is C(O)C.[Pd]. The product is [OH:8][C:9]1[CH:10]=[C:11]([C:17]2([C:20]([NH:22][C:23]3[CH:28]=[CH:27][CH:26]=[C:25]([C:29]4[CH:34]=[CH:33][C:32]([S:35]([N:38]5[CH2:42][CH2:41][CH2:40][C@@H:39]5[CH2:43][OH:44])(=[O:37])=[O:36])=[CH:31][CH:30]=4)[N:24]=3)=[O:21])[CH2:18][CH2:19]2)[CH:12]=[CH:13][C:14]=1[O:15][CH3:16]. The yield is 0.340.